This data is from Peptide-MHC class II binding affinity with 134,281 pairs from IEDB. The task is: Regression. Given a peptide amino acid sequence and an MHC pseudo amino acid sequence, predict their binding affinity value. This is MHC class II binding data. (1) The binding affinity (normalized) is 0.674. The MHC is DRB1_0401 with pseudo-sequence DRB1_0401. The peptide sequence is WRSFLNKVKSLRILN. (2) The peptide sequence is EITGIMKDLDEPGHL. The MHC is HLA-DQA10501-DQB10301 with pseudo-sequence HLA-DQA10501-DQB10301. The binding affinity (normalized) is 0.184. (3) The peptide sequence is GGIVNAQNAQLSNCS. The MHC is HLA-DQA10301-DQB10302 with pseudo-sequence HLA-DQA10301-DQB10302. The binding affinity (normalized) is 0.184. (4) The peptide sequence is QDKLCGSLIGMTNRA. The MHC is DRB4_0103 with pseudo-sequence DRB4_0103. The binding affinity (normalized) is 0.505. (5) The peptide sequence is VVLFAVFLGSAYGIP. The MHC is HLA-DQA10102-DQB10502 with pseudo-sequence HLA-DQA10102-DQB10502. The binding affinity (normalized) is 0.182.